This data is from Forward reaction prediction with 1.9M reactions from USPTO patents (1976-2016). The task is: Predict the product of the given reaction. Given the reactants [NH2:1][C@H:2]1[CH2:6][CH2:5][CH2:4][C@@H:3]1[NH:7][C:8](=O)OC(C)(C)C.CCN(C(C)C)C(C)C.[CH3:24][O:25][C:26]1[CH:34]=[CH:33][CH:32]=[C:31]([O:35][CH3:36])[C:27]=1[C:28](Cl)=[O:29].[H-].[Al+3].[Li+].[H-].[H-].[H-].C1COCC1, predict the reaction product. The product is: [CH3:24][O:25][C:26]1[CH:34]=[CH:33][CH:32]=[C:31]([O:35][CH3:36])[C:27]=1[C:28]([NH:1][C@H:2]1[CH2:6][CH2:5][CH2:4][C@@H:3]1[NH:7][CH3:8])=[O:29].